From a dataset of Catalyst prediction with 721,799 reactions and 888 catalyst types from USPTO. Predict which catalyst facilitates the given reaction. (1) Reactant: [F:1][C:2]([F:32])([F:31])[C:3]1([CH2:7][N:8]2[CH2:13][CH2:12][CH:11]([CH2:14][O:15][C:16]3[N:21]=[CH:20][C:19]([C:22]4[CH:30]=[CH:29][C:25]([C:26](O)=[O:27])=[CH:24][CH:23]=4)=[CH:18][CH:17]=3)[CH2:10][CH2:9]2)[CH2:6][CH2:5][CH2:4]1.[NH:33]1[CH2:40][CH2:39][CH2:38][C@H:34]1[C:35]([NH2:37])=[O:36].C(Cl)CCl.C1C=CC2N(O)N=NC=2C=1.CCN(C(C)C)C(C)C. Product: [F:1][C:2]([F:32])([F:31])[C:3]1([CH2:7][N:8]2[CH2:9][CH2:10][CH:11]([CH2:14][O:15][C:16]3[N:21]=[CH:20][C:19]([C:22]4[CH:30]=[CH:29][C:25]([C:26]([N:33]5[CH2:40][CH2:39][CH2:38][C@H:34]5[C:35]([NH2:37])=[O:36])=[O:27])=[CH:24][CH:23]=4)=[CH:18][CH:17]=3)[CH2:12][CH2:13]2)[CH2:6][CH2:5][CH2:4]1. The catalyst class is: 18. (2) Reactant: CN(C(ON1N=NC2C=CC=NC1=2)=[N+](C)C)C.F[P-](F)(F)(F)(F)F.[NH2:25][C@@H:26]1[CH2:31][CH2:30][O:29][CH2:28][C@@H:27]1[NH:32][C:33](=[O:39])[O:34][C:35]([CH3:38])([CH3:37])[CH3:36].[CH3:40][O:41][C:42]1[CH:43]=[C:44]2[C:48](=[CH:49][CH:50]=1)[N:47]([CH3:51])[N:46]=[C:45]2[C:52]1[N:53]=[C:54]2[C:60]([C:61](O)=[O:62])=[CH:59][N:58]([CH2:64][O:65][CH2:66][CH2:67][Si:68]([CH3:71])([CH3:70])[CH3:69])[C:55]2=[N:56][CH:57]=1. Product: [CH3:40][O:41][C:42]1[CH:43]=[C:44]2[C:48](=[CH:49][CH:50]=1)[N:47]([CH3:51])[N:46]=[C:45]2[C:52]1[N:53]=[C:54]2[C:60]([C:61]([NH:25][C@@H:26]3[CH2:31][CH2:30][O:29][CH2:28][C@@H:27]3[NH:32][C:33](=[O:39])[O:34][C:35]([CH3:36])([CH3:38])[CH3:37])=[O:62])=[CH:59][N:58]([CH2:64][O:65][CH2:66][CH2:67][Si:68]([CH3:69])([CH3:71])[CH3:70])[C:55]2=[N:56][CH:57]=1. The catalyst class is: 3. (3) Reactant: N#N.[Br:3][C:4]1[CH:9]=[CH:8][C:7]([CH2:10][C@@H:11]([NH:22]C(=O)OC(C)(C)C)[C:12]2[NH:16][C:15]3[CH:17]=[CH:18][C:19]([CH3:21])=[CH:20][C:14]=3[N:13]=2)=[CH:6][CH:5]=1.[ClH:30]. Product: [ClH:30].[ClH:30].[Br:3][C:4]1[CH:9]=[CH:8][C:7]([CH2:10][C@H:11]([C:12]2[NH:16][C:15]3[CH:17]=[CH:18][C:19]([CH3:21])=[CH:20][C:14]=3[N:13]=2)[NH2:22])=[CH:6][CH:5]=1. The catalyst class is: 135. (4) Reactant: [N:1]1([C:7]2[CH:8]=[N+:9]([O-])[CH:10]=[CH:11][CH:12]=2)[CH2:6][CH2:5][CH2:4][CH2:3][CH2:2]1.C[Si]([C:18]#[N:19])(C)C.C(N(CC)CC)C.C([O-])(O)=O.[Na+]. Product: [N:1]1([C:7]2[C:8]([C:18]#[N:19])=[N:9][CH:10]=[CH:11][CH:12]=2)[CH2:6][CH2:5][CH2:4][CH2:3][CH2:2]1. The catalyst class is: 23.